Dataset: Forward reaction prediction with 1.9M reactions from USPTO patents (1976-2016). Task: Predict the product of the given reaction. (1) Given the reactants [C:1]([C:3]1[CH:4]=[CH:5][C:6]([NH:9][CH2:10][CH2:11][NH2:12])=[N:7][CH:8]=1)#[N:2].C(N(CC)CC)C.Br[CH2:21][C:22]([O:24][CH2:25][CH3:26])=[O:23].[C:27](O[C:27]([O:29][C:30]([CH3:33])([CH3:32])[CH3:31])=[O:28])([O:29][C:30]([CH3:33])([CH3:32])[CH3:31])=[O:28], predict the reaction product. The product is: [C:30]([O:29][C:27]([N:12]([CH2:21][C:22]([O:24][CH2:25][CH3:26])=[O:23])[CH2:11][CH2:10][NH:9][C:6]1[CH:5]=[CH:4][C:3]([C:1]#[N:2])=[CH:8][N:7]=1)=[O:28])([CH3:33])([CH3:32])[CH3:31]. (2) Given the reactants [N:1]1[CH:6]=[CH:5][CH:4]=[C:3]([C:7]2[CH:12]=[CH:11][N:10]3[C:13]([C:16]4[CH:25]=[CH:24][C:23]5[C:18](=[C:19]([N:26]6[CH2:31][CH2:30][CH:29]([NH:32]C(=O)OC(C)(C)C)[CH2:28][CH2:27]6)[CH:20]=[CH:21][CH:22]=5)[N:17]=4)=[CH:14][N:15]=[C:9]3[CH:8]=2)[CH:2]=1.C(Cl)Cl.FC(F)(F)C(O)=O.CO.C(Cl)(Cl)Cl, predict the reaction product. The product is: [N:1]1[CH:6]=[CH:5][CH:4]=[C:3]([C:7]2[CH:12]=[CH:11][N:10]3[C:13]([C:16]4[CH:25]=[CH:24][C:23]5[C:18](=[C:19]([N:26]6[CH2:27][CH2:28][CH:29]([NH2:32])[CH2:30][CH2:31]6)[CH:20]=[CH:21][CH:22]=5)[N:17]=4)=[CH:14][N:15]=[C:9]3[CH:8]=2)[CH:2]=1. (3) Given the reactants [OH:1][C:2]1[CH:11]=[CH:10][C:5]([C:6]([O:8][CH3:9])=[O:7])=[CH:4][CH:3]=1.CN(C=O)C.C(=O)([O-])[O-].[K+].[K+].[CH2:23](Br)[C:24]1[CH:29]=[CH:28][CH:27]=[CH:26][CH:25]=1, predict the reaction product. The product is: [CH3:9][O:8][C:6](=[O:7])[C:5]1[CH:4]=[CH:3][C:2]([O:1][CH2:23][C:24]2[CH:29]=[CH:28][CH:27]=[CH:26][CH:25]=2)=[CH:11][CH:10]=1. (4) Given the reactants [C:1]1([C:6]2[S:14][C:13]3[C:12]([C:15]#[N:16])=[CH:11][N:10]=[C:9]([NH:17][CH2:18][C:19]4[CH:24]=[CH:23][C:22]([O:25][CH3:26])=[CH:21][CH:20]=4)[C:8]=3[CH:7]=2)[CH2:5][CH2:4][CH2:3][CH:2]=1.[OH-].[K+].C([OH:33])(C)(C)C, predict the reaction product. The product is: [C:1]1([C:6]2[S:14][C:13]3[C:12]([C:15]([NH2:16])=[O:33])=[CH:11][N:10]=[C:9]([NH:17][CH2:18][C:19]4[CH:24]=[CH:23][C:22]([O:25][CH3:26])=[CH:21][CH:20]=4)[C:8]=3[CH:7]=2)[CH2:5][CH2:4][CH2:3][CH:2]=1.